Dataset: Catalyst prediction with 721,799 reactions and 888 catalyst types from USPTO. Task: Predict which catalyst facilitates the given reaction. (1) Reactant: [CH2:1]([O:3][CH2:4][CH2:5][O:6][C:7]1[CH:12]=[C:11]([CH3:13])[C:10]([C:14]2[CH:19]=[CH:18][CH:17]=[C:16]([CH2:20][NH:21][C:22]3[CH:27]=[CH:26][C:25]([CH2:28][CH2:29][C:30]([OH:32])=O)=[C:24]([F:33])[CH:23]=3)[CH:15]=2)=[C:9]([CH3:34])[CH:8]=1)[CH3:2].C(N1C=CN=C1)(N1C=CN=C1)=O.[C:47]1([CH2:53][S:54]([NH2:57])(=[O:56])=[O:55])[CH:52]=[CH:51][CH:50]=[CH:49][CH:48]=1.C1CCN2C(=NCCC2)CC1. Product: [CH2:53]([S:54]([NH:57][C:30](=[O:32])[CH2:29][CH2:28][C:25]1[CH:26]=[CH:27][C:22]([NH:21][CH2:20][C:16]2[CH:15]=[C:14]([C:10]3[C:9]([CH3:34])=[CH:8][C:7]([O:6][CH2:5][CH2:4][O:3][CH2:1][CH3:2])=[CH:12][C:11]=3[CH3:13])[CH:19]=[CH:18][CH:17]=2)=[CH:23][C:24]=1[F:33])(=[O:56])=[O:55])[C:47]1[CH:52]=[CH:51][CH:50]=[CH:49][CH:48]=1. The catalyst class is: 7. (2) Reactant: [F:1][C:2]1[C:3]([N+:21]([O-])=O)=[C:4]2[C:9]3=[C:10]([O:13][CH2:14][C@H:15]([CH3:16])[N:8]3[CH:7]=[C:6]([C:17]([NH2:19])=[O:18])[C:5]2=[O:20])[C:11]=1[F:12].S(S([O-])=O)([O-])=O.[Na+].[Na+].O. Product: [NH2:21][C:3]1[C:2]([F:1])=[C:11]([F:12])[C:10]2[O:13][CH2:14][C@H:15]([CH3:16])[N:8]3[C:9]=2[C:4]=1[C:5](=[O:20])[C:6]([C:17]([NH2:19])=[O:18])=[CH:7]3. The catalyst class is: 72. (3) Reactant: C(=O)([O-])OC[C:4]1[CH:9]=[C:8]([N+:10]([O-:12])=[O:11])[C:7]([CH2:13][CH3:14])=[CH:6][C:5]=1[C:15]([CH3:18])([CH3:17])[CH3:16].[OH-:21].[K+].O. Product: [C:15]([C:5]1[CH:6]=[C:7]([CH2:13][CH3:14])[C:8]([N+:10]([O-:12])=[O:11])=[CH:9][C:4]=1[OH:21])([CH3:18])([CH3:17])[CH3:16]. The catalyst class is: 5. (4) Reactant: B(Br)(Br)Br.[NH2:5][C:6]1[C:15]2[N:16]=[C:17]([CH2:32][O:33]CC)[N:18]([CH2:19][C:20]([NH:23][C:24]([CH:26]3[CH2:31][CH2:30][CH2:29][CH2:28][CH2:27]3)=[O:25])([CH3:22])[CH3:21])[C:14]=2[C:13]2[N:12]=[CH:11][CH:10]=[CH:9][C:8]=2[N:7]=1. Product: [NH2:5][C:6]1[C:15]2[N:16]=[C:17]([CH2:32][OH:33])[N:18]([CH2:19][C:20]([NH:23][C:24]([CH:26]3[CH2:31][CH2:30][CH2:29][CH2:28][CH2:27]3)=[O:25])([CH3:21])[CH3:22])[C:14]=2[C:13]2[N:12]=[CH:11][CH:10]=[CH:9][C:8]=2[N:7]=1. The catalyst class is: 4. (5) Reactant: [CH2:1]1[C:9]2[C:8]3[CH:10]=[CH:11][CH:12]=[CH:13][C:7]=3[O:6][C:5]=2[CH2:4][CH2:3][CH:2]1[NH2:14].[C:15](Cl)(=[O:19])[CH:16]([CH3:18])[CH3:17].C(N(CC)CC)C. Product: [CH:1]1[C:9]2[C:8]3[CH2:10][CH2:11][CH2:12][CH2:13][C:7]=3[O:6][C:5]=2[CH:4]=[CH:3][C:2]=1[NH:14][C:15](=[O:19])[CH:16]([CH3:18])[CH3:17]. The catalyst class is: 7. (6) Reactant: C(N(CC)CC)C.Cl.[CH3:9][O:10][C:11](=[O:24])[CH2:12][NH:13][C:14]1[C:23]2[C:18](=[CH:19][CH:20]=[CH:21][CH:22]=2)[CH:17]=[CH:16][CH:15]=1.[F:25][C:26]([F:37])([F:36])[C:27](O[C:27](=[O:28])[C:26]([F:37])([F:36])[F:25])=[O:28].Cl. Product: [CH3:9][O:10][C:11](=[O:24])[CH2:12][N:13]([C:14]1[C:23]2[C:18](=[CH:19][CH:20]=[CH:21][CH:22]=2)[CH:17]=[CH:16][CH:15]=1)[C:27](=[O:28])[C:26]([F:37])([F:36])[F:25]. The catalyst class is: 46. (7) Reactant: [C:1]([O:5][C:6]([N:8]1[CH2:13][CH2:12][C:11]([C:14]2[N:18]([C:19]3[CH:24]=[CH:23][C:22]([O:25][C:26]4[CH:31]=[CH:30][CH:29]=[CH:28][CH:27]=4)=[CH:21][CH:20]=3)[N:17]=[C:16]([C:32]([O:34][CH2:35][CH3:36])=[O:33])[CH:15]=2)=[CH:10][CH2:9]1)=[O:7])([CH3:4])([CH3:3])[CH3:2]. Product: [C:1]([O:5][C:6]([N:8]1[CH2:13][CH2:12][CH:11]([C:14]2[N:18]([C:19]3[CH:20]=[CH:21][C:22]([O:25][C:26]4[CH:27]=[CH:28][CH:29]=[CH:30][CH:31]=4)=[CH:23][CH:24]=3)[N:17]=[C:16]([C:32]([O:34][CH2:35][CH3:36])=[O:33])[CH:15]=2)[CH2:10][CH2:9]1)=[O:7])([CH3:4])([CH3:3])[CH3:2]. The catalyst class is: 43.